From a dataset of Full USPTO retrosynthesis dataset with 1.9M reactions from patents (1976-2016). Predict the reactants needed to synthesize the given product. (1) Given the product [ClH:25].[NH2:15][C@@H:3]([C:4]1[CH:9]=[CH:8][C:7]([O:10][C:11]([F:12])([F:13])[F:14])=[CH:6][CH:5]=1)[C:2]([CH3:24])([OH:1])[CH3:23], predict the reactants needed to synthesize it. The reactants are: [OH:1][C:2]([CH3:24])([CH3:23])[C@@H:3]([NH:15]C(=O)OC(C)(C)C)[C:4]1[CH:9]=[CH:8][C:7]([O:10][C:11]([F:14])([F:13])[F:12])=[CH:6][CH:5]=1.[ClH:25].C(OCC)(=O)C. (2) Given the product [CH3:20][O:19][C:17](=[O:18])[CH2:16][N:13]1[CH2:12][CH2:11][N:6]2[C:7]3[CH:8]=[CH:9][CH:10]=[C:2]([Br:1])[C:3]=3[CH2:4][C@@H:5]2[CH2:14]1, predict the reactants needed to synthesize it. The reactants are: [Br:1][C:2]1[C:3]2[CH2:4][C@@H:5]3[CH2:14][NH:13][CH2:12][CH2:11][N:6]3[C:7]=2[CH:8]=[CH:9][CH:10]=1.Br[CH2:16][C:17]([O:19][CH3:20])=[O:18].C(=O)([O-])[O-].[K+].[K+].